From a dataset of Reaction yield outcomes from USPTO patents with 853,638 reactions. Predict the reaction yield, written as a fraction of the theoretical maximum amount of product (1.0 means a 100% yield; for example, 0.34 means a 34% yield). (1) The reactants are [C:1]([O:5][C:6]([N:8]([C:13]1[C:21]2[C:16](=[CH:17][CH:18]=[CH:19][CH:20]=2)[N:15]([CH2:22][C:23]([OH:25])=[O:24])[CH:14]=1)[S:9]([CH3:12])(=[O:11])=[O:10])=[O:7])([CH3:4])([CH3:3])[CH3:2].[Cl:26][C:27]1[CH:28]=[N+:29]([O-:52])[CH:30]=[C:31]([Cl:51])[C:32]=1[CH2:33][C@@H:34]([C:36]1[CH:41]=[CH:40][C:39]([O:42][CH:43]([F:45])[F:44])=[C:38]([O:46][CH2:47][CH:48]2[CH2:50][CH2:49]2)[CH:37]=1)O.C(Cl)CCl. The catalyst is CN(C1C=CN=CC=1)C.C(Cl)Cl. The product is [C:1]([O:5][C:6]([N:8]([C:13]1[C:21]2[C:16](=[CH:17][CH:18]=[CH:19][CH:20]=2)[N:15]([CH2:22][C:23]([O:25][C@H:34]([C:36]2[CH:41]=[CH:40][C:39]([O:42][CH:43]([F:44])[F:45])=[C:38]([O:46][CH2:47][CH:48]3[CH2:49][CH2:50]3)[CH:37]=2)[CH2:33][C:32]2[C:31]([Cl:51])=[CH:30][N+:29]([O-:52])=[CH:28][C:27]=2[Cl:26])=[O:24])[CH:14]=1)[S:9]([CH3:12])(=[O:11])=[O:10])=[O:7])([CH3:4])([CH3:2])[CH3:3]. The yield is 0.710. (2) The reactants are [I:1][C:2]1[C:10]2[C:5](=[N:6][CH:7]=[C:8]([NH2:11])[CH:9]=2)[N:4]([S:12]([C:15]2[CH:20]=[CH:19][CH:18]=[CH:17][CH:16]=2)(=[O:14])=[O:13])[CH:3]=1.[F:21][C:22]1[C:30]([NH:31][S:32]([CH2:35][CH2:36][CH3:37])(=[O:34])=[O:33])=[CH:29][CH:28]=[C:27]([F:38])[C:23]=1[C:24](O)=[O:25].CCN=C=NCCCN(C)C.C1C=CC2N(O)N=NC=2C=1. The catalyst is CN(C=O)C. The product is [F:21][C:22]1[C:30]([NH:31][S:32]([CH2:35][CH2:36][CH3:37])(=[O:33])=[O:34])=[CH:29][CH:28]=[C:27]([F:38])[C:23]=1[C:24]([NH:11][C:8]1[CH:9]=[C:10]2[C:2]([I:1])=[CH:3][N:4]([S:12]([C:15]3[CH:20]=[CH:19][CH:18]=[CH:17][CH:16]=3)(=[O:14])=[O:13])[C:5]2=[N:6][CH:7]=1)=[O:25]. The yield is 0.882. (3) The reactants are [C:1]([O:5][C:6]([N:8]1[CH2:12][CH2:11][CH2:10][C@@H:9]1[CH2:13][OH:14])=[O:7])([CH3:4])([CH3:3])[CH3:2].[C:15]1([CH3:25])[CH:20]=[CH:19][C:18]([S:21](Cl)(=[O:23])=[O:22])=[CH:17][CH:16]=1.CCCCCC. The catalyst is N1C=CC=CC=1.ClCCl. The product is [C:1]([O:5][C:6]([N:8]1[CH2:12][CH2:11][CH2:10][C@@H:9]1[CH2:13][O:14][S:21]([C:18]1[CH:19]=[CH:20][C:15]([CH3:25])=[CH:16][CH:17]=1)(=[O:23])=[O:22])=[O:7])([CH3:4])([CH3:3])[CH3:2]. The yield is 0.860. (4) The catalyst is O.C(OCC)(=O)C.CN(C=O)C. The reactants are [N+:1]([C:4]1[CH:8]=[C:7]([CH2:9][OH:10])[NH:6][N:5]=1)([O-:3])=[O:2].C(=O)([O-])[O-].[Cs+].[Cs+].[Br:17][CH:18](Br)[CH3:19].OP([O-])(O)=O.[K+]. The yield is 0.860. The product is [Br:17][CH2:18][CH2:19][N:6]1[C:7]([CH2:9][OH:10])=[CH:8][C:4]([N+:1]([O-:3])=[O:2])=[N:5]1. (5) The reactants are [CH2:1]([O:4][C:5]1[CH:11]=[CH:10][C:8]([NH2:9])=[CH:7][CH:6]=1)[CH2:2][CH3:3].[C:12](Cl)(Cl)=[O:13]. The catalyst is CCOC(C)=O. The product is [N:9]([C:8]1[CH:10]=[CH:11][C:5]([O:4][CH2:1][CH2:2][CH3:3])=[CH:6][CH:7]=1)=[C:12]=[O:13]. The yield is 0.990. (6) The reactants are [Cl:1][C:2]1[C:3]([NH:18][C:19]2C=[CH:25][CH:24]=[CH:23][C:20]=2C#N)=[CH:4][C:5]([NH:8][C:9]2[N:13]([CH:14]([CH3:16])[CH3:15])[N:12]=[C:11]([CH3:17])[CH:10]=2)=[N:6][CH:7]=1.[OH-].[Na+].[C:29]([O:32]CC)(=[O:31])[CH3:30]. The catalyst is O1CCOCC1. The product is [Cl:1][C:2]1[C:3]([NH:18][C:19]2[CH:20]=[CH:23][CH:24]=[CH:25][C:30]=2[C:29]([OH:32])=[O:31])=[CH:4][C:5]([NH:8][C:9]2[N:13]([CH:14]([CH3:15])[CH3:16])[N:12]=[C:11]([CH3:17])[CH:10]=2)=[N:6][CH:7]=1. The yield is 0.760. (7) The reactants are [CH3:1][C:2]1([C:5]#[C:6][C:7]2[CH:13]=[C:12]([N+:14]([O-:16])=[O:15])[CH:11]=[CH:10][C:8]=2[NH2:9])[CH2:4][CH2:3]1.N1C=CC=CC=1.[C:23](Cl)(=[O:27])[CH2:24][CH2:25][CH3:26]. The catalyst is C(Cl)Cl. The product is [CH3:1][C:2]1([C:5]#[C:6][C:7]2[CH:13]=[C:12]([N+:14]([O-:16])=[O:15])[CH:11]=[CH:10][C:8]=2[NH:9][C:23](=[O:27])[CH2:24][CH2:25][CH3:26])[CH2:4][CH2:3]1. The yield is 0.820. (8) The reactants are [NH2:1][C@@H:2]([C:5]([OH:7])=[O:6])[CH2:3][SH:4].[S:8]1[C:12]2=[CH:13][C:14]3[NH:15][CH2:16][CH2:17][O:18][C:19]=3[CH:20]=[C:11]2[N:10]=[C:9]1[C:21]#N. The catalyst is P([O-])([O-])([O-])=O.[Na+].[Na+].[Na+].CO. The product is [S:8]1[C:12]2=[CH:13][C:14]3[NH:15][CH2:16][CH2:17][O:18][C:19]=3[CH:20]=[C:11]2[N:10]=[C:9]1[C:21]1[S:4][CH2:3][CH:2]([C:5]([OH:7])=[O:6])[N:1]=1. The yield is 0.470.